Dataset: CYP2D6 inhibition data for predicting drug metabolism from PubChem BioAssay. Task: Regression/Classification. Given a drug SMILES string, predict its absorption, distribution, metabolism, or excretion properties. Task type varies by dataset: regression for continuous measurements (e.g., permeability, clearance, half-life) or binary classification for categorical outcomes (e.g., BBB penetration, CYP inhibition). Dataset: cyp2d6_veith. (1) The molecule is COc1ccc(COC(=O)N/N=C(\C)CC(=O)Nc2c(C)cc(C)cc2C)cc1. The result is 0 (non-inhibitor). (2) The compound is O=C(c1cc(C(F)(F)F)cc(C(F)(F)F)c1)N1CCC[C@@]2(CCN(Cc3ccncc3)C2)C1. The result is 1 (inhibitor). (3) The compound is O=c1c(CCc2ccccc2)nc2cnc(N3CCOCC3)nc2n1-c1ccccc1. The result is 0 (non-inhibitor). (4) The drug is CC(=O)c1cc(NC(=O)c2cccc(C(F)(F)F)c2)c(=O)oc1/C=C/N(C)C. The result is 0 (non-inhibitor). (5) The drug is O=C(C1CCCCC1)N1CC(=O)N2CCc3ccccc3[C@@H]2C1. The result is 0 (non-inhibitor). (6) The molecule is Cc1noc(C)c1-c1cncnc1NC1CC1. The result is 0 (non-inhibitor). (7) The drug is CCSc1nnc(NC(=O)Cc2ccc(OC)c(OC)c2)s1. The result is 0 (non-inhibitor).